Dataset: Full USPTO retrosynthesis dataset with 1.9M reactions from patents (1976-2016). Task: Predict the reactants needed to synthesize the given product. (1) The reactants are: [CH2:1]([O:4][C:5](=[O:26])[C@@H:6]([NH2:25])[CH2:7][C:8]1[CH:13]=[CH:12][C:11]([C:14]2[C:15](=[O:24])[N:16]([CH3:23])[C:17](=[O:22])[N:18]([CH3:21])[C:19]=2[CH3:20])=[CH:10][CH:9]=1)[CH2:2][CH3:3].[Br:27][C:28]1[CH:36]=[C:35]([F:37])[C:31]([C:32](O)=[O:33])=[C:30]([F:38])[CH:29]=1.CN(C(ON1N=NC2C=CC=CC1=2)=[N+](C)C)C.F[P-](F)(F)(F)(F)F.C(N(C(C)C)CC)(C)C. Given the product [CH2:1]([O:4][C:5](=[O:26])[C@@H:6]([NH:25][C:32](=[O:33])[C:31]1[C:30]([F:38])=[CH:29][C:28]([Br:27])=[CH:36][C:35]=1[F:37])[CH2:7][C:8]1[CH:9]=[CH:10][C:11]([C:14]2[C:15](=[O:24])[N:16]([CH3:23])[C:17](=[O:22])[N:18]([CH3:21])[C:19]=2[CH3:20])=[CH:12][CH:13]=1)[CH2:2][CH3:3], predict the reactants needed to synthesize it. (2) Given the product [C:10]([C:9]1[CH:20]=[CH:19][C:18](=[O:21])[N:7]2[CH:8]=[C:4]([CH:1]([CH3:3])[CH3:2])[NH:5][C:6]=12)(=[O:11])[C:12]1[CH:17]=[CH:16][CH:15]=[CH:14][CH:13]=1, predict the reactants needed to synthesize it. The reactants are: [CH:1]([C:4]1[N:5]=[C:6]([CH2:9][C:10]([C:12]2[CH:17]=[CH:16][CH:15]=[CH:14][CH:13]=2)=[O:11])[NH:7][CH:8]=1)([CH3:3])[CH3:2].[C:18](O)(=[O:21])[C:19]#[CH:20].N1(C(N2C=CN=C2)=O)C=CN=C1. (3) Given the product [F:25]/[C:12](/[C:8]1[CH:9]=[C:10]([CH3:11])[N:6]([CH2:5][C:4]2[CH:3]=[C:2]([N:49]3[CH2:50][CH:47]([OH:46])[CH2:48]3)[CH:28]=[CH:27][CH:26]=2)[N:7]=1)=[CH:13]\[C:14]1[CH:19]=[CH:18][C:17]([O:20][C:21]([F:24])([F:23])[F:22])=[CH:16][CH:15]=1, predict the reactants needed to synthesize it. The reactants are: Br[C:2]1[CH:3]=[C:4]([CH:26]=[CH:27][CH:28]=1)[CH2:5][N:6]1[C:10]([CH3:11])=[CH:9][C:8](/[C:12](/[F:25])=[CH:13]/[C:14]2[CH:19]=[CH:18][C:17]([O:20][C:21]([F:24])([F:23])[F:22])=[CH:16][CH:15]=2)=[N:7]1.[Si]([O:46][CH:47]1[CH2:50][NH:49][CH2:48]1)(C(C)(C)C)(C1C=CC=CC=1)C1C=CC=CC=1. (4) Given the product [CH:17]1([NH:20][C:21](=[O:22])[C:23]2[CH:28]=[C:27]([C:2]3[CH:3]=[C:4]4[C:8](=[CH:9][CH:10]=3)[N:7]([C:11]3[CH:12]=[N:13][CH:14]=[CH:15][CH:16]=3)[CH:6]=[CH:5]4)[C:26]([CH3:32])=[C:25]([F:33])[CH:24]=2)[CH2:18][CH2:19]1, predict the reactants needed to synthesize it. The reactants are: Br[C:2]1[CH:3]=[C:4]2[C:8](=[CH:9][CH:10]=1)[N:7]([C:11]1[CH:12]=[N:13][CH:14]=[CH:15][CH:16]=1)[CH:6]=[CH:5]2.[CH:17]1([NH:20][C:21]([C:23]2[CH:24]=[C:25]([F:33])[C:26]([CH3:32])=[C:27](B(O)O)[CH:28]=2)=[O:22])[CH2:19][CH2:18]1.C(=O)([O-])O.[Na+]. (5) Given the product [O:17]=[C:10]1[CH:11]([C:12]([O:14][CH3:15])=[O:13])[C:3](=[O:18])[CH2:4][C:5]2([CH2:6][O:7][CH2:8]2)[NH:9]1, predict the reactants needed to synthesize it. The reactants are: CO[C:3](=[O:18])[CH2:4][C:5]1([NH:9][C:10](=[O:17])[CH2:11][C:12]([O:14][CH2:15]C)=[O:13])[CH2:8][O:7][CH2:6]1.COC(=O)CC1(NC(=O)CC(OCC)=O)CCCCC1.